From a dataset of Forward reaction prediction with 1.9M reactions from USPTO patents (1976-2016). Predict the product of the given reaction. (1) Given the reactants [CH:1]1([C@H:5]([NH:7][CH2:8][C:9]2[N:10]=[N:11][N:12]([CH2:14][C:15]3[CH:20]=[CH:19][C:18]([O:21][CH3:22])=[CH:17][C:16]=3[O:23][CH3:24])[CH:13]=2)[CH3:6])[CH2:4][CH2:3][CH2:2]1.CCN(C(C)C)C(C)C.[C:34](Cl)([O:36][CH2:37][CH:38]1[C:50]2[C:45](=[CH:46][CH:47]=[CH:48][CH:49]=2)[C:44]2[C:39]1=[CH:40][CH:41]=[CH:42][CH:43]=2)=[O:35], predict the reaction product. The product is: [CH:1]1([C@H:5]([N:7]([CH2:8][C:9]2[N:10]=[N:11][N:12]([CH2:14][C:15]3[CH:20]=[CH:19][C:18]([O:21][CH3:22])=[CH:17][C:16]=3[O:23][CH3:24])[CH:13]=2)[C:34](=[O:35])[O:36][CH2:37][CH:38]2[C:50]3[CH:49]=[CH:48][CH:47]=[CH:46][C:45]=3[C:44]3[C:39]2=[CH:40][CH:41]=[CH:42][CH:43]=3)[CH3:6])[CH2:4][CH2:3][CH2:2]1. (2) Given the reactants [Cl:1][C:2]1[N:7]=[N:6][C:5]([NH:8][NH:9][C:10](=O)[CH:11]([C:13]2[CH:14]=[C:15]3[C:20](=[CH:21][CH:22]=2)[N:19]=[CH:18][CH:17]=[CH:16]3)[CH3:12])=[CH:4][CH:3]=1, predict the reaction product. The product is: [Cl:1][C:2]1[CH:3]=[CH:4][C:5]2[N:6]([C:10]([CH:11]([C:13]3[CH:14]=[C:15]4[C:20](=[CH:21][CH:22]=3)[N:19]=[CH:18][CH:17]=[CH:16]4)[CH3:12])=[N:9][N:8]=2)[N:7]=1.